Task: Regression. Given a peptide amino acid sequence and an MHC pseudo amino acid sequence, predict their binding affinity value. This is MHC class I binding data.. Dataset: Peptide-MHC class I binding affinity with 185,985 pairs from IEDB/IMGT (1) The peptide sequence is KVFGSLAFV. The MHC is HLA-A68:02 with pseudo-sequence HLA-A68:02. The binding affinity (normalized) is 0.689. (2) The peptide sequence is ATDVPSATK. The MHC is HLA-A03:01 with pseudo-sequence HLA-A03:01. The binding affinity (normalized) is 0.0514. (3) The peptide sequence is RPRQRGIPF. The MHC is HLA-B45:06 with pseudo-sequence HLA-B45:06. The binding affinity (normalized) is 0.213.